This data is from Catalyst prediction with 721,799 reactions and 888 catalyst types from USPTO. The task is: Predict which catalyst facilitates the given reaction. (1) Reactant: C(Cl)(Cl)Cl.[CH3:5][O:6][C:7]1[CH:16]=[C:15]2[C:10]([N:11]=[CH:12][C:13](=[O:38])[N:14]2[CH2:17][CH2:18][CH2:19][C:20]2([C:33]([O:35][CH2:36][CH3:37])=[O:34])[CH2:25][CH2:24][N:23](C(OC(C)(C)C)=O)[CH2:22][CH2:21]2)=[CH:9][CH:8]=1.FC(F)(F)C(O)=O.C(OCC)(=O)C. Product: [CH3:5][O:6][C:7]1[CH:16]=[C:15]2[C:10]([N:11]=[CH:12][C:13](=[O:38])[N:14]2[CH2:17][CH2:18][CH2:19][C:20]2([C:33]([O:35][CH2:36][CH3:37])=[O:34])[CH2:25][CH2:24][NH:23][CH2:22][CH2:21]2)=[CH:9][CH:8]=1. The catalyst class is: 6. (2) Reactant: [NH2:1][C:2](=O)[C@@H:3]([NH:26][C:27]([C:29]1([NH:35][C:36](=[O:42])[O:37][C:38]([CH3:41])([CH3:40])[CH3:39])[CH2:34][CH2:33][O:32][CH2:31][CH2:30]1)=[O:28])[CH2:4][C:5]1[CH:10]=[CH:9][C:8]([C:11]2[CH:16]=[CH:15][C:14]([S:17]([N:20]3[CH2:25][CH2:24][O:23][CH2:22][CH2:21]3)(=[O:19])=[O:18])=[CH:13][CH:12]=2)=[CH:7][CH:6]=1.CC[N+](S(N=C(OC)[O-])(=O)=O)(CC)CC. Product: [C:2]([C@@H:3]([NH:26][C:27]([C:29]1([NH:35][C:36](=[O:42])[O:37][C:38]([CH3:40])([CH3:39])[CH3:41])[CH2:34][CH2:33][O:32][CH2:31][CH2:30]1)=[O:28])[CH2:4][C:5]1[CH:6]=[CH:7][C:8]([C:11]2[CH:12]=[CH:13][C:14]([S:17]([N:20]3[CH2:21][CH2:22][O:23][CH2:24][CH2:25]3)(=[O:19])=[O:18])=[CH:15][CH:16]=2)=[CH:9][CH:10]=1)#[N:1]. The catalyst class is: 4. (3) Reactant: [CH2:1]([O:3][C:4]([C:6]1[CH:7]=[C:8]2[C:13](=[CH:14][CH:15]=1)[NH:12][CH:11]([C:16]1[CH:21]=[CH:20][CH:19]=[C:18]([C:22]([OH:24])=O)[CH:17]=1)[CH2:10][C:9]2([CH3:26])[CH3:25])=[O:5])[CH3:2].[CH3:27][N:28](C(ON1N=NC2C=CC=NC1=2)=[N+](C)C)C.F[P-](F)(F)(F)(F)F.C(N(CC)CC)C.CN. Product: [CH2:1]([O:3][C:4]([C:6]1[CH:7]=[C:8]2[C:13](=[CH:14][CH:15]=1)[NH:12][CH:11]([C:16]1[CH:21]=[CH:20][CH:19]=[C:18]([C:22](=[O:24])[NH:28][CH3:27])[CH:17]=1)[CH2:10][C:9]2([CH3:26])[CH3:25])=[O:5])[CH3:2]. The catalyst class is: 4. (4) Reactant: F.F.F.[CH3:4][N:5]([CH3:36])[O:6][CH2:7][CH2:8][O:9][C@:10]1(CCN)[C@:14](CCN)([OH:15])[C@@H:13]([CH2:19][OH:20])[O:12][C@@:11]1(CCN)[N:21]1[CH:28]=[C:27]([CH3:29])[C:25](=[O:26])[NH:24][C:22]1=[O:23].[Si](OC[C@H]1O[C@@H](N2C=C(C)C(=O)NC2=O)[C@H](OCCON(C)C)[C@@H]1O)(C(C)(C)C)(C1C=CC=CC=1)C1C=CC=CC=1.CO. Product: [CH3:4][N:5]([CH3:36])[O:6][CH2:7][CH2:8][O:9][C@@H:10]1[C@H:14]([OH:15])[C@@H:13]([CH2:19][OH:20])[O:12][C@H:11]1[N:21]1[CH:28]=[C:27]([CH3:29])[C:25](=[O:26])[NH:24][C:22]1=[O:23]. The catalyst class is: 76. (5) Reactant: [Br:1][C:2]1[C:3]([NH:15][CH2:16][CH3:17])=[C:4]([NH:9][C:10](=O)[CH2:11][C:12]#[N:13])[C:5]([Cl:8])=[N:6][CH:7]=1.BrC1C2N(CC)C(CC#N)=NC=2C(Cl)=NC=1.[N+:34]([O-])([O-])=[O:35].[Na+]. The catalyst class is: 15. Product: [Br:1][C:2]1[C:3]2[N:15]([CH2:16][CH3:17])[C:10]([C:11](=[N:34][OH:35])[C:12]#[N:13])=[N:9][C:4]=2[C:5]([Cl:8])=[N:6][CH:7]=1. (6) Reactant: [C:1]([OH:9])(=O)[C:2]1[CH:7]=[CH:6][N:5]=[CH:4][CH:3]=1.C(Cl)(=O)C(Cl)=O.C(N(CC)CC)C.[CH3:23][C@H:24]1[CH2:33][C@H:32]([NH:34][C:35]2[CH:40]=[CH:39][CH:38]=[CH:37][CH:36]=2)[C:31]2[C:26](=[CH:27][CH:28]=[CH:29][CH:30]=2)[NH:25]1. Product: [C:1]([N:25]1[C:26]2[C:31](=[CH:30][CH:29]=[CH:28][CH:27]=2)[C@H:32]([NH:34][C:35]2[CH:40]=[CH:39][CH:38]=[CH:37][CH:36]=2)[CH2:33][C@@H:24]1[CH3:23])(=[O:9])[C:2]1[CH:3]=[CH:4][N:5]=[CH:6][CH:7]=1. The catalyst class is: 56. (7) Reactant: Br[C:2]1[CH:7]=[C:6]([F:8])[C:5]([Br:9])=[CH:4][C:3]=1[F:10].C([Li])CCC.CN(C)[C:18](=[O:20])[CH3:19]. Product: [Br:9][C:5]1[C:6]([F:8])=[CH:7][C:2]([C:18](=[O:20])[CH3:19])=[C:3]([F:10])[CH:4]=1. The catalyst class is: 11.